From a dataset of Forward reaction prediction with 1.9M reactions from USPTO patents (1976-2016). Predict the product of the given reaction. (1) Given the reactants C(OO)(=[O:3])C.[CH2:6]([O:13][C:14]1[CH:23]=[CH:22][C:21]2[N:20]=[CH:19][C:18]3[N:24]=[C:25]([CH2:32][O:33][CH2:34][CH3:35])[N:26]([CH2:27][C:28]([CH3:31])([OH:30])[CH3:29])[C:17]=3[C:16]=2[CH:15]=1)[C:7]1[CH:12]=[CH:11][CH:10]=[CH:9][CH:8]=1, predict the reaction product. The product is: [CH2:6]([O:13][C:14]1[CH:23]=[CH:22][C:21]2[N+:20]([O-:3])=[CH:19][C:18]3[N:24]=[C:25]([CH2:32][O:33][CH2:34][CH3:35])[N:26]([CH2:27][C:28]([CH3:29])([OH:30])[CH3:31])[C:17]=3[C:16]=2[CH:15]=1)[C:7]1[CH:12]=[CH:11][CH:10]=[CH:9][CH:8]=1. (2) Given the reactants [Br:1][C:2]1[CH:3]=[C:4]([CH2:28][CH:29]([OH:34])[C:30]([O:32][CH3:33])=[O:31])[CH:5]=[C:6]([Br:27])[C:7]=1[O:8][C:9]1[CH:14]=[C:13](/[CH:15]=[CH:16]/[C:17]2[CH:22]=[CH:21][N:20]=[CH:19][CH:18]=2)[C:12]([OH:23])=[C:11]([CH:24]([CH3:26])[CH3:25])[CH:10]=1, predict the reaction product. The product is: [Br:1][C:2]1[CH:3]=[C:4]([CH2:28][CH:29]([OH:34])[C:30]([O:32][CH3:33])=[O:31])[CH:5]=[C:6]([Br:27])[C:7]=1[O:8][C:9]1[CH:14]=[C:13]([CH2:15][CH2:16][C:17]2[CH:18]=[CH:19][N:20]=[CH:21][CH:22]=2)[C:12]([OH:23])=[C:11]([CH:24]([CH3:26])[CH3:25])[CH:10]=1. (3) Given the reactants C[O:2][C:3](=[O:72])[C@H:4]([CH2:60][CH2:61][CH2:62][CH:63]([C:65]([O:67][C:68]([CH3:71])([CH3:70])[CH3:69])=[O:66])[NH2:64])[NH:5][NH:6][C:7]([C:9]1[N:13]([CH2:14][C:15]2[CH:20]=[CH:19][C:18]([O:21][CH3:22])=[CH:17][CH:16]=2)[N:12]=[C:11]([NH:23][C:24]([C:26]2[N:30]([CH2:31][C:32]3[CH:37]=[CH:36][C:35]([O:38][CH3:39])=[CH:34][CH:33]=3)[N:29]=[C:28]([NH:40][C:41]([C:43]3[N:47]([CH2:48][C:49]4[CH:54]=[CH:53][C:52]([O:55][CH3:56])=[CH:51][CH:50]=4)[N:46]=[C:45]([N+:57]([O-:59])=[O:58])[CH:44]=3)=[O:42])[CH:27]=2)=[O:25])[CH:10]=1)=[O:8].[OH-].[Li+], predict the reaction product. The product is: [CH3:22][O:21][C:18]1[CH:19]=[CH:20][C:15]([CH2:14][N:13]2[C:9]([C:7]([NH:6][NH:5][C@H:4]([C:3]([OH:72])=[O:2])[CH2:60][CH2:61][CH2:62][CH:63]([C:65]([O:67][C:68]([CH3:71])([CH3:70])[CH3:69])=[O:66])[NH2:64])=[O:8])=[CH:10][C:11]([NH:23][C:24]([C:26]3[N:30]([CH2:31][C:32]4[CH:37]=[CH:36][C:35]([O:38][CH3:39])=[CH:34][CH:33]=4)[N:29]=[C:28]([NH:40][C:41]([C:43]4[N:47]([CH2:48][C:49]5[CH:54]=[CH:53][C:52]([O:55][CH3:56])=[CH:51][CH:50]=5)[N:46]=[C:45]([N+:57]([O-:59])=[O:58])[CH:44]=4)=[O:42])[CH:27]=3)=[O:25])=[N:12]2)=[CH:16][CH:17]=1. (4) Given the reactants C(NC1C=CC(C2C=C3C(CN([C@@H](C(C)C)C(O)=O)C3=O)=CC=2)=CC=1)(=O)C1C=CC=CC=1.[Cl:33][C:34]1[CH:67]=[CH:66][C:37]([C:38]([NH:40][C:41]2[CH:46]=[CH:45][C:44]([C:47]3[CH:55]=[C:54]4[C:50]([CH2:51][N:52]([C:57]5([C:62]([O:64]C)=[O:63])[CH2:61][CH2:60][CH2:59][CH2:58]5)[C:53]4=[O:56])=[CH:49][CH:48]=3)=[CH:43][CH:42]=2)=[O:39])=[CH:36][CH:35]=1, predict the reaction product. The product is: [Cl:33][C:34]1[CH:67]=[CH:66][C:37]([C:38]([NH:40][C:41]2[CH:46]=[CH:45][C:44]([C:47]3[CH:55]=[C:54]4[C:50]([CH2:51][N:52]([C:57]5([C:62]([OH:64])=[O:63])[CH2:58][CH2:59][CH2:60][CH2:61]5)[C:53]4=[O:56])=[CH:49][CH:48]=3)=[CH:43][CH:42]=2)=[O:39])=[CH:36][CH:35]=1. (5) Given the reactants C[O-].[Na+].[C:4]([C:7]1[CH:8]=[C:9]([CH:20]=[CH:21][CH:22]=1)[NH:10][C:11](=[O:19])[C:12]1[CH:17]=[CH:16][C:15]([Cl:18])=[CH:14][CH:13]=1)(=O)[CH3:5].[F:23][C:24]([F:31])([F:30])[C:25](OCC)=O.[CH3:32][NH:33][NH2:34], predict the reaction product. The product is: [Cl:18][C:15]1[CH:16]=[CH:17][C:12]([C:11]([NH:10][C:9]2[CH:20]=[CH:21][CH:22]=[C:7]([C:4]3[CH:5]=[C:25]([C:24]([F:31])([F:30])[F:23])[N:33]([CH3:32])[N:34]=3)[CH:8]=2)=[O:19])=[CH:13][CH:14]=1. (6) Given the reactants [C:1]([O:5][C:6](=[O:17])[NH:7][CH2:8][C:9]1[C:14]([Br:15])=[CH:13][N:12]=[C:11]([NH2:16])[CH:10]=1)([CH3:4])([CH3:3])[CH3:2].C([O-])(O)=O.[Na+].Cl[CH2:24][CH:25]=O, predict the reaction product. The product is: [C:1]([O:5][C:6](=[O:17])[NH:7][CH2:8][C:9]1[C:14]([Br:15])=[CH:13][N:12]2[CH:24]=[CH:25][N:16]=[C:11]2[CH:10]=1)([CH3:4])([CH3:2])[CH3:3]. (7) Given the reactants [Cl:1][C:2]1[CH:7]=[CH:6][C:5](B(O)O)=[CH:4][C:3]=1[C:11]([NH:13][CH2:14][C:15]12[CH2:24][CH:19]3[CH2:20][CH:21]([CH2:23][CH:17]([CH2:18]3)[CH2:16]1)[CH2:22]2)=[O:12].Br[C:26]1[C:27]([Cl:33])=[N:28][C:29]([CH3:32])=[CH:30][CH:31]=1.C(=O)([O-])[O-].[K+].[K+], predict the reaction product. The product is: [Cl:1][C:2]1[CH:7]=[CH:6][C:5]([C:26]2[C:27]([Cl:33])=[N:28][C:29]([CH3:32])=[CH:30][CH:31]=2)=[CH:4][C:3]=1[C:11]([NH:13][CH2:14][C:15]12[CH2:24][CH:19]3[CH2:20][CH:21]([CH2:23][CH:17]([CH2:18]3)[CH2:16]1)[CH2:22]2)=[O:12]. (8) Given the reactants C(Cl)CCl.[NH:5]([C:7]1[C:8]2[N:9]([CH:17]=[CH:18][CH:19]=2)[C:10]2[C:15]([N:16]=1)=[CH:14][CH:13]=[CH:12][CH:11]=2)[NH2:6].[C:20]([CH:27]([CH:31]([NH2:39])[C:32]1[CH:37]=[CH:36][CH:35]=[CH:34][C:33]=1[Cl:38])C(O)=O)(OC(C)(C)C)=[O:21].C(=O)(O)[O-].[Na+].C(O)(C(F)(F)F)=O.C1(OC)C=CC=CC=1, predict the reaction product. The product is: [CH:17]1[N:9]2[C:10]3[C:15]([N:16]=[C:7]([NH:5][NH:6][C:20](=[O:21])[CH2:27][CH:31]([NH2:39])[C:32]4[CH:37]=[CH:36][CH:35]=[CH:34][C:33]=4[Cl:38])[C:8]2=[CH:19][CH:18]=1)=[CH:14][CH:13]=[CH:12][CH:11]=3. (9) Given the reactants [Br-].Br[CH2:3][C:4]([C:6]1[C:11]([C:12]([O:14][CH3:15])=[O:13])=[CH:10][CH:9]=[CH:8][NH+:7]=1)=O.CN(C=O)C.[F:21][C:22]1[CH:30]=[CH:29][C:25]([C:26](=[S:28])[NH2:27])=[CH:24][CH:23]=1, predict the reaction product. The product is: [F:21][C:22]1[CH:30]=[CH:29][C:25]([C:26]2[S:28][CH:3]=[C:4]([C:6]3[N:7]=[CH:8][CH:9]=[CH:10][C:11]=3[C:12]([O:14][CH3:15])=[O:13])[N:27]=2)=[CH:24][CH:23]=1.